From a dataset of Forward reaction prediction with 1.9M reactions from USPTO patents (1976-2016). Predict the product of the given reaction. Given the reactants [H-].[H-].[H-].[H-].[Li+].[Al+3].[CH3:7][C:8]1[NH:9][C:10]2[C:15]([C:16]=1[C:17](=O)[C:18]([NH2:20])=O)=[CH:14][CH:13]=[CH:12][CH:11]=2.[OH-].[Na+].[O-]S([O-])(=O)=O.[Mg+2], predict the reaction product. The product is: [CH3:7][C:8]1[NH:9][C:10]2[C:15](=[CH:14][CH:13]=[CH:12][CH:11]=2)[C:16]=1[CH2:17][CH2:18][NH2:20].